Dataset: Forward reaction prediction with 1.9M reactions from USPTO patents (1976-2016). Task: Predict the product of the given reaction. (1) The product is: [C:1]([N:5]1[CH2:37][CH2:36][CH2:35][CH2:34][C:8]2[C:9]([C:28]3[CH2:29][CH2:30][S:72][CH2:32][CH:33]=3)=[C:10]3[C:19]4[CH:18]=[C:17]([C:20]5[CH:21]=[N:22][CH:23]=[CH:24][CH:25]=5)[C:16]([O:26][CH3:27])=[CH:15][C:14]=4[CH2:13][CH2:12][N:11]3[C:7]=2[C:6]1=[O:38])([CH3:4])([CH3:3])[CH3:2]. Given the reactants [C:1]([N:5]1[CH2:37][CH2:36][CH2:35][CH2:34][C:8]2[C:9]([C:28]3[CH2:29][CH2:30]O[CH2:32][CH:33]=3)=[C:10]3[C:19]4[CH:18]=[C:17]([C:20]5[CH:21]=[N:22][CH:23]=[CH:24][CH:25]=5)[C:16]([O:26][CH3:27])=[CH:15][C:14]=4[CH2:13][CH2:12][N:11]3[C:7]=2[C:6]1=[O:38])([CH3:4])([CH3:3])[CH3:2].C(N1CCCCC2C(Br)=C3C4C=C(C5C=NC=CC=5)C(OC)=CC=4CCN3C=2C1=O)(C)(C)C.[S:72]1CC=C(B2OC(C)(C)C(C)(C)O2)CC1, predict the reaction product. (2) The product is: [CH2:1]([NH:8][C:9]1[C:10]([NH2:16])=[CH:11][C:12]([CH3:15])=[CH:13][CH:14]=1)[C:2]1[CH:3]=[CH:4][CH:5]=[CH:6][CH:7]=1. Given the reactants [CH2:1]([NH:8][C:9]1[CH:14]=[CH:13][C:12]([CH3:15])=[CH:11][C:10]=1[N+:16]([O-])=O)[C:2]1[CH:7]=[CH:6][CH:5]=[CH:4][CH:3]=1, predict the reaction product. (3) Given the reactants [Cl:1][C:2]1[CH:7]=[CH:6][C:5](I)=[CH:4][C:3]=1[C:9]1[C:14](=[O:15])[N:13]([CH3:16])[C:12]2[N:17]([C:20]3[C:25]([F:26])=[CH:24][CH:23]=[CH:22][C:21]=3[F:27])[N:18]=[CH:19][C:11]=2[CH:10]=1.[Cu][C:29]#[N:30], predict the reaction product. The product is: [Cl:1][C:2]1[CH:7]=[CH:6][C:5]([C:29]#[N:30])=[CH:4][C:3]=1[C:9]1[C:14](=[O:15])[N:13]([CH3:16])[C:12]2[N:17]([C:20]3[C:25]([F:26])=[CH:24][CH:23]=[CH:22][C:21]=3[F:27])[N:18]=[CH:19][C:11]=2[CH:10]=1. (4) Given the reactants [H-].[Na+].[CH3:3][CH2:4][O:5][C:6]([CH:8]1[C:12](=O)[CH2:11][CH2:10][CH2:9]1)=[O:7].FC(F)(F)S(OS(C(F)(F)F)(=O)=O)(=O)=O.[Cl-].[NH4+].FC(F)(F)S(OC1CCCC=1C(OCC)=O)(=O)=O.[C:49]([C:51]1([OH:66])[C:62]([CH3:64])([CH3:63])[CH2:61][C:54]2([O:58][CH:57]([CH3:59])[CH:56]([CH3:60])[O:55]2)[CH:53]=[C:52]1[CH3:65])#[CH:50].C(NC(C)C)(C)C, predict the reaction product. The product is: [OH:66][C:51]1([C:49]#[C:50][C:12]2[CH2:11][CH2:10][CH2:9][C:8]=2[C:6]([O:5][CH2:4][CH3:3])=[O:7])[C:62]([CH3:64])([CH3:63])[CH2:61][C:54]2([O:55][CH:56]([CH3:60])[CH:57]([CH3:59])[O:58]2)[CH:53]=[C:52]1[CH3:65]. (5) Given the reactants [F:1][C:2]([F:34])([F:33])[C:3]1[CH:4]=[C:5]([CH:26]=[C:27]([C:29]([F:32])([F:31])[F:30])[CH:28]=1)[CH2:6][NH:7][CH2:8][C:9]1[CH:14]=[C:13]([C:15]([F:18])([F:17])[F:16])[CH:12]=[CH:11][C:10]=1[N:19]([CH2:22][CH2:23][CH2:24][CH3:25])[CH2:20][CH3:21].[Br:35][C:36]1[CH:37]=[N:38][C:39](Cl)=[N:40][CH:41]=1.C(NC(C(C)C)(C(C)C)C)C.C(OCC)(=O)C, predict the reaction product. The product is: [F:1][C:2]([F:33])([F:34])[C:3]1[CH:4]=[C:5]([CH:26]=[C:27]([C:29]([F:32])([F:31])[F:30])[CH:28]=1)[CH2:6][N:7]([C:39]1[N:40]=[CH:41][C:36]([Br:35])=[CH:37][N:38]=1)[CH2:8][C:9]1[CH:14]=[C:13]([C:15]([F:17])([F:16])[F:18])[CH:12]=[CH:11][C:10]=1[N:19]([CH2:22][CH2:23][CH2:24][CH3:25])[CH2:20][CH3:21]. (6) Given the reactants Br[C:2]1[CH:3]=[C:4]([O:10][CH:11]([F:13])[F:12])[C:5](=[O:9])[N:6]([CH3:8])[CH:7]=1.[F:14][C:15]1[CH:42]=[C:41]([F:43])[CH:40]=[CH:39][C:16]=1[O:17][C:18]1[CH:23]=[CH:22][C:21]([CH2:24][S:25]([CH2:28][CH3:29])(=[O:27])=[O:26])=[CH:20][C:19]=1B1OC(C)(C)C(C)(C)O1.[O-]P([O-])([O-])=O.[K+].[K+].[K+], predict the reaction product. The product is: [F:12][CH:11]([F:13])[O:10][C:4]1[C:5](=[O:9])[N:6]([CH3:8])[CH:7]=[C:2]([C:19]2[CH:20]=[C:21]([CH2:24][S:25]([CH2:28][CH3:29])(=[O:27])=[O:26])[CH:22]=[CH:23][C:18]=2[O:17][C:16]2[CH:39]=[CH:40][C:41]([F:43])=[CH:42][C:15]=2[F:14])[CH:3]=1. (7) Given the reactants [Cl:1][C:2]1[S:6][C:5]([C:7]2[O:11][N:10]=[C:9]([CH2:12][N:13]3[C:17]4[CH:18]=[CH:19][CH:20]=[C:21]([C:22]([OH:24])=[O:23])[C:16]=4[N:15]=[C:14]3[C:25](=[O:36])[NH:26][CH:27]3[CH2:32][CH2:31][N:30]([CH:33]([CH3:35])[CH3:34])[CH2:29][CH2:28]3)[CH:8]=2)=[CH:4][CH:3]=1.C([O-])([O-])=O.[K+].[K+].Cl[CH2:44][C:45]([OH:47])=[O:46], predict the reaction product. The product is: [C:45]([CH2:44][O:23][C:22]([C:21]1[C:16]2[N:15]=[C:14]([C:25](=[O:36])[NH:26][CH:27]3[CH2:32][CH2:31][N:30]([CH:33]([CH3:34])[CH3:35])[CH2:29][CH2:28]3)[N:13]([CH2:12][C:9]3[CH:8]=[C:7]([C:5]4[S:6][C:2]([Cl:1])=[CH:3][CH:4]=4)[O:11][N:10]=3)[C:17]=2[CH:18]=[CH:19][CH:20]=1)=[O:24])([OH:47])=[O:46]. (8) Given the reactants [Cl:1][C:2]1[CH:7]=[CH:6][C:5]([N:8]2[CH:12]=[C:11]([C:13]([O:15]CC)=[O:14])[C:10]([CH2:18][OH:19])=[N:9]2)=[CH:4][CH:3]=1.[OH-].[Na+].Cl, predict the reaction product. The product is: [Cl:1][C:2]1[CH:3]=[CH:4][C:5]([N:8]2[CH:12]=[C:11]([C:13]([OH:15])=[O:14])[C:10]([CH2:18][OH:19])=[N:9]2)=[CH:6][CH:7]=1.